Dataset: Full USPTO retrosynthesis dataset with 1.9M reactions from patents (1976-2016). Task: Predict the reactants needed to synthesize the given product. Given the product [CH2:36]([C:33]1[S:32][C:31]([C:2]2[CH:7]=[C:6]([NH:8][C:9]3[CH:14]=[CH:13][CH:12]=[CH:11][CH:10]=3)[C:5]([C:31]3[S:32][C:33]([CH2:36][CH2:37][CH3:38])=[CH:34][CH:35]=3)=[CH:4][C:3]=2[NH:16][C:17]2[CH:22]=[CH:21][CH:20]=[CH:19][CH:18]=2)=[CH:35][CH:34]=1)[CH2:37][CH3:38], predict the reactants needed to synthesize it. The reactants are: Br[C:2]1[CH:7]=[C:6]([NH:8][C:9]2[CH:14]=[CH:13][CH:12]=[CH:11][CH:10]=2)[C:5](Br)=[CH:4][C:3]=1[NH:16][C:17]1[CH:22]=[CH:21][CH:20]=[CH:19][CH:18]=1.CC1(C)C(C)(C)OB([C:31]2[S:32][C:33]([CH2:36][CH2:37][CH3:38])=[CH:34][CH:35]=2)O1.C(=O)([O-])[O-].[Cs+].[Cs+].[OH-].[Na+].